Dataset: Catalyst prediction with 721,799 reactions and 888 catalyst types from USPTO. Task: Predict which catalyst facilitates the given reaction. (1) Reactant: [C:1]([O:5][C:6]([NH:8][CH:9]([C:11]1[C:12]([O:33][CH3:34])=[C:13]([CH:19]2[CH2:22][N:21](C(OCC3C=CC=CC=3)=O)[CH2:20]2)[C:14]([CH3:18])=[C:15]([Cl:17])[CH:16]=1)[CH3:10])=[O:7])([CH3:4])([CH3:3])[CH3:2].Cl.O. Product: [C:1]([O:5][C:6](=[O:7])[NH:8][CH:9]([C:11]1[CH:16]=[C:15]([Cl:17])[C:14]([CH3:18])=[C:13]([CH:19]2[CH2:22][NH:21][CH2:20]2)[C:12]=1[O:33][CH3:34])[CH3:10])([CH3:4])([CH3:2])[CH3:3]. The catalyst class is: 43. (2) Reactant: [NH2:1][C@@H:2]1[CH2:6][O:5][CH2:4][C@H:3]1[OH:7].C(N(CC)C(C)C)(C)C.Cl[C:18]([O:20][CH2:21][C:22]1[CH:27]=[CH:26][CH:25]=[CH:24][CH:23]=1)=[O:19]. Product: [OH:7][C@@H:3]1[CH2:4][O:5][CH2:6][C@H:2]1[NH:1][C:18](=[O:19])[O:20][CH2:21][C:22]1[CH:27]=[CH:26][CH:25]=[CH:24][CH:23]=1. The catalyst class is: 4. (3) Reactant: [O:1]1[CH:5]=[CH:4][CH:3]=[C:2]1[C:6]1[N:21]=[C:9]2[C:10]([NH2:20])=[N:11][C:12]([N:14]3[CH2:19][CH2:18][NH:17][CH2:16][CH2:15]3)=[CH:13][N:8]2[N:7]=1.[Cl:22][C:23]1[N:27]([CH3:28])[N:26]=[C:25]([C:29]([F:32])([F:31])[F:30])[C:24]=1[CH:33]=O.C(O[BH-](OC(=O)C)OC(=O)C)(=O)C.[Na+].C(O)(=O)C. Product: [Cl:22][C:23]1[N:27]([CH3:28])[N:26]=[C:25]([C:29]([F:32])([F:31])[F:30])[C:24]=1[CH2:33][N:17]1[CH2:18][CH2:19][N:14]([C:12]2[N:11]=[C:10]([NH2:20])[C:9]3[N:8]([N:7]=[C:6]([C:2]4[O:1][CH:5]=[CH:4][CH:3]=4)[N:21]=3)[CH:13]=2)[CH2:15][CH2:16]1. The catalyst class is: 2. (4) Reactant: [F:1][C:2]([F:15])([F:14])[C:3]1[CH:4]=[N:5][C:6]2[CH2:7][CH2:8][NH:9][C:10](=[O:13])[C:11]=2[CH:12]=1.ClC1C(=O)C(C#N)=C(C#N)C(=O)C=1Cl. Product: [F:14][C:2]([F:1])([F:15])[C:3]1[CH:4]=[N:5][C:6]2[CH:7]=[CH:8][NH:9][C:10](=[O:13])[C:11]=2[CH:12]=1. The catalyst class is: 12. (5) Reactant: [CH:1](=O)[CH3:2].[C:4]([O:8][C:9]([NH:11][CH:12]([NH:17][C:18]([O:20][C:21]([CH3:24])([CH3:23])[CH3:22])=[O:19])[CH:13]1[CH2:16][NH:15][CH2:14]1)=[O:10])([CH3:7])([CH3:6])[CH3:5]. Product: [C:21]([O:20][C:18]([NH:17][CH:12]([NH:11][C:9]([O:8][C:4]([CH3:7])([CH3:6])[CH3:5])=[O:10])[CH:13]1[CH2:14][N:15]([CH2:1][CH3:2])[CH2:16]1)=[O:19])([CH3:24])([CH3:23])[CH3:22]. The catalyst class is: 29. (6) Reactant: C(=O)([O-])[O-].[K+].[K+].F[C:8]1[CH:15]=[CH:14][C:13]([C:16]([F:19])([F:18])[F:17])=[CH:12][C:9]=1[C:10]#[N:11].[O:20]=[S:21]1(=[O:40])[CH2:26][CH2:25][N:24]2[CH:27]3[CH2:32][CH2:31][C:30]([C:33]4[CH:38]=[CH:37][C:36]([OH:39])=[CH:35][CH:34]=4)([C:23]2=[N:22]1)[CH2:29][CH2:28]3.CS(C)=O. Product: [O:40]=[S:21]1(=[O:20])[CH2:26][CH2:25][N:24]2[CH:27]3[CH2:32][CH2:31][C:30]([C:33]4[CH:38]=[CH:37][C:36]([O:39][C:8]5[CH:15]=[CH:14][C:13]([C:16]([F:19])([F:18])[F:17])=[CH:12][C:9]=5[C:10]#[N:11])=[CH:35][CH:34]=4)([C:23]2=[N:22]1)[CH2:29][CH2:28]3. The catalyst class is: 6. (7) Reactant: [SH:1][C:2]1[CH:7]=[C:6]([OH:8])[CH:5]=[CH:4][C:3]=1[OH:9].C(=O)([O-])[O-].[K+].[K+].[C:16]1([CH:22]2[CH2:24][O:23]2)[CH:21]=[CH:20][CH:19]=[CH:18][CH:17]=1.Cl. Product: [OH:23][CH2:24][CH:22]([S:1][C:2]1[CH:7]=[C:6]([OH:8])[CH:5]=[CH:4][C:3]=1[OH:9])[C:16]1[CH:21]=[CH:20][CH:19]=[CH:18][CH:17]=1. The catalyst class is: 6.